Dataset: Catalyst prediction with 721,799 reactions and 888 catalyst types from USPTO. Task: Predict which catalyst facilitates the given reaction. (1) Reactant: [F:1][C:2]1[CH:3]=[C:4]([CH2:8][CH2:9][C:10]2[O:14][C:13]([C:15]3[CH:20]=[CH:19][N:18]=[C:17]([NH:21][C:22](=[O:28])[O:23][C:24]([CH3:27])([CH3:26])[CH3:25])[CH:16]=3)=[N:12][N:11]=2)[CH:5]=[CH:6][CH:7]=1.[H-].[Na+].[C:31]1([CH2:37][CH2:38][CH2:39]Br)[CH:36]=[CH:35][CH:34]=[CH:33][CH:32]=1.[I-].[K+]. Product: [F:1][C:2]1[CH:3]=[C:4]([CH2:8][CH2:9][C:10]2[O:14][C:13]([C:15]3[CH:20]=[CH:19][N:18]=[C:17]([N:21]([CH2:39][CH2:38][CH2:37][C:31]4[CH:36]=[CH:35][CH:34]=[CH:33][CH:32]=4)[C:22](=[O:28])[O:23][C:24]([CH3:25])([CH3:27])[CH3:26])[CH:16]=3)=[N:12][N:11]=2)[CH:5]=[CH:6][CH:7]=1. The catalyst class is: 42. (2) Reactant: [NH2:1][C:2]1[C:9]([C:10]#[N:11])=[C:8]([OH:12])[C:7]([OH:13])=[CH:6][C:3]=1[C:4]#[N:5].[F:14][C:15]1[CH:22]=[CH:21][C:18]([CH:19]=O)=[CH:17][CH:16]=1. Product: [F:14][C:15]1[CH:22]=[CH:21][C:18](/[CH:19]=[N:1]/[C:2]2[C:9]([C:10]#[N:11])=[C:8]([OH:12])[C:7]([OH:13])=[CH:6][C:3]=2[C:4]#[N:5])=[CH:17][CH:16]=1. The catalyst class is: 8. (3) Reactant: Cl.[F:2][CH2:3][CH2:4][NH2:5].[CH2:6]([O:8][C:9](=[O:24])[CH2:10][C:11]1[C:20]2[C:15](=[CH:16][CH:17]=[C:18]([CH:21]=O)[CH:19]=2)[CH:14]=[CH:13][C:12]=1[Cl:23])[CH3:7].C(N(CC)CC)C.C([BH3-])#N.[Na+].C(O)(=O)C. Product: [CH2:6]([O:8][C:9](=[O:24])[CH2:10][C:11]1[C:20]2[C:15](=[CH:16][CH:17]=[C:18]([CH2:21][NH:5][CH2:4][CH2:3][F:2])[CH:19]=2)[CH:14]=[CH:13][C:12]=1[Cl:23])[CH3:7]. The catalyst class is: 36. (4) Reactant: [F:1][C:2]1[CH:3]=[CH:4][C:5]([OH:27])=[C:6]([C@H:8]2[CH2:12][CH2:11][CH2:10][N:9]2[C:13]2[CH:18]=[CH:17][N:16]3[N:19]=[CH:20][C:21]([C:22]([O:24][CH2:25][CH3:26])=[O:23])=[C:15]3[N:14]=2)[CH:7]=1.Br[CH2:29][CH2:30][CH2:31][N:32]1[C:40](=[O:41])[C:39]2[C:34](=[CH:35][CH:36]=[CH:37][CH:38]=2)[C:33]1=[O:42].C([O-])([O-])=O.[K+].[K+]. Product: [O:42]=[C:33]1[C:34]2[C:39](=[CH:38][CH:37]=[CH:36][CH:35]=2)[C:40](=[O:41])[N:32]1[CH2:31][CH2:30][CH2:29][O:27][C:5]1[CH:4]=[CH:3][C:2]([F:1])=[CH:7][C:6]=1[C@H:8]1[CH2:12][CH2:11][CH2:10][N:9]1[C:13]1[CH:18]=[CH:17][N:16]2[N:19]=[CH:20][C:21]([C:22]([O:24][CH2:25][CH3:26])=[O:23])=[C:15]2[N:14]=1. The catalyst class is: 3. (5) The catalyst class is: 6. Product: [Cl:29][C:26]1[CH:25]=[CH:24][CH:23]=[CH:28][C:27]=1[CH2:30][O:16][C:11]1[CH:12]=[CH:13][CH:14]=[CH:15][C:10]=1[C:9]1[N:5]([CH2:4][CH2:3][C:2]([CH3:18])([CH3:17])[CH3:1])[CH:6]=[N:7][CH:8]=1. Reactant: [CH3:1][C:2]([CH3:18])([CH3:17])[CH2:3][CH2:4][N:5]1[C:9]([C:10]2[CH:15]=[CH:14][CH:13]=[CH:12][C:11]=2[OH:16])=[CH:8][N:7]=[CH:6]1.[H-].[Na+].BrC[C:23]1[CH:28]=[CH:27][C:26]([Cl:29])=[CH:25][CH:24]=1.[CH3:30]N(C=O)C. (6) Reactant: [CH3:1][O:2][C:3]([C:5]([O:7][CH3:8])=[CH2:6])=[CH2:4].CC(O[Na])=O.C(=O)=O.CC(C)=O.[Se:21](Cl)Cl. Product: [CH3:1][O:2][C:3]1[C:5]([O:7][CH3:8])=[CH:6][Se:21][CH:4]=1. The catalyst class is: 81.